This data is from Catalyst prediction with 721,799 reactions and 888 catalyst types from USPTO. The task is: Predict which catalyst facilitates the given reaction. (1) Reactant: [CH2:1]([N:8]1[CH2:13][CH2:12][C:11]([C:17]2[CH:22]=[CH:21][CH:20]=[CH:19][CH:18]=2)([C:14](O)=[O:15])[CH2:10][CH2:9]1)[C:2]1[CH:7]=[CH:6][CH:5]=[CH:4][CH:3]=1.[CH3:23][N:24]1[CH2:29][CH2:28][NH:27][CH2:26][CH2:25]1.CCN=C=NCCCN(C)C.Cl. Product: [CH2:1]([N:8]1[CH2:9][CH2:10][C:11]([C:14]([N:27]2[CH2:28][CH2:29][N:24]([CH3:23])[CH2:25][CH2:26]2)=[O:15])([C:17]2[CH:22]=[CH:21][CH:20]=[CH:19][CH:18]=2)[CH2:12][CH2:13]1)[C:2]1[CH:3]=[CH:4][CH:5]=[CH:6][CH:7]=1. The catalyst class is: 79. (2) Reactant: C([O-])(=O)C.[NH4+].[C:6]([N:11]1[CH2:16][CH2:15][C:14](=O)[CH:13]([CH2:18][CH3:19])[CH2:12]1)([O:8][CH2:9][CH3:10])=[O:7].C([BH3-])#[N:21].[Na+]. Product: [NH2:21][CH:14]1[CH2:15][CH2:16][N:11]([C:6]([O:8][CH2:9][CH3:10])=[O:7])[CH2:12][CH:13]1[CH2:18][CH3:19]. The catalyst class is: 5. (3) Reactant: C(O[CH:4]=[C:5]([CH3:12])[C:6](=O)[C:7]([F:10])([F:9])[F:8])C.O.[NH2:14][NH2:15]. Product: [CH3:12][C:5]1[C:6]([C:7]([F:10])([F:9])[F:8])=[N:14][NH:15][CH:4]=1. The catalyst class is: 8. (4) Reactant: [CH3:1][O:2][C:3]1[CH:18]=[CH:17][C:6]([O:7][C:8]2[CH:13]=[CH:12][C:11]([C:14](=O)[CH3:15])=[CH:10][CH:9]=2)=[CH:5][CH:4]=1.[H][H].[NH3:21]. Product: [CH3:1][O:2][C:3]1[CH:18]=[CH:17][C:6]([O:7][C:8]2[CH:13]=[CH:12][C:11]([CH:14]([NH2:21])[CH3:15])=[CH:10][CH:9]=2)=[CH:5][CH:4]=1. The catalyst class is: 181. (5) Reactant: [C:1]([C:5]1[CH:6]=[C:7]([C:15]2[N:19]([C:20]3[CH:25]=[CH:24][C:23]([C:26]([N:28]4[CH2:33][CH2:32][O:31][CH2:30][CH2:29]4)=[O:27])=[CH:22][CH:21]=3)[N:18]=[C:17]([C:34]3[CH:43]=[CH:42][C:37]([C:38]([O:40]C)=[O:39])=[CH:36][CH:35]=3)[CH:16]=2)[CH:8]=[C:9]([O:11][CH:12]([CH3:14])[CH3:13])[CH:10]=1)([CH3:4])([CH3:3])[CH3:2].[Li+].[OH-].Cl. Product: [C:1]([C:5]1[CH:6]=[C:7]([C:15]2[N:19]([C:20]3[CH:21]=[CH:22][C:23]([C:26]([N:28]4[CH2:29][CH2:30][O:31][CH2:32][CH2:33]4)=[O:27])=[CH:24][CH:25]=3)[N:18]=[C:17]([C:34]3[CH:43]=[CH:42][C:37]([C:38]([OH:40])=[O:39])=[CH:36][CH:35]=3)[CH:16]=2)[CH:8]=[C:9]([O:11][CH:12]([CH3:14])[CH3:13])[CH:10]=1)([CH3:3])([CH3:4])[CH3:2]. The catalyst class is: 92. (6) Reactant: CN(C(ON1N=NC2C=CC=CC1=2)=[N+](C)C)C.[B-](F)(F)(F)F.C(N(CC)CC)C.[N:30]1([CH2:36][CH2:37][OH:38])[CH2:35][CH2:34][O:33][CH2:32][CH2:31]1.[CH3:39][O:40][C:41]1[CH:42]=[CH:43][C:44]2[NH:50][C:49](=[O:51])[N:48]([CH:52]3[CH2:57][CH2:56][N:55]([C:58]([O:60][C@H:61]([CH2:80][C:81]4[CH:86]=[C:85]([C:87]([F:90])([F:89])[F:88])[C:84]([NH2:91])=[C:83]([Cl:92])[CH:82]=4)[C:62]([N:64]4[CH2:69][CH2:68][CH:67]([CH:70]5[CH2:75][CH2:74][N:73]([CH2:76][C:77](O)=[O:78])[CH2:72][CH2:71]5)[CH2:66][CH2:65]4)=[O:63])=[O:59])[CH2:54][CH2:53]3)[CH2:47][CH2:46][C:45]=2[CH:93]=1.C([O-])(O)=O.[Na+]. Product: [CH3:39][O:40][C:41]1[CH:42]=[CH:43][C:44]2[NH:50][C:49](=[O:51])[N:48]([CH:52]3[CH2:53][CH2:54][N:55]([C:58]([O:60][C@H:61]([CH2:80][C:81]4[CH:86]=[C:85]([C:87]([F:90])([F:88])[F:89])[C:84]([NH2:91])=[C:83]([Cl:92])[CH:82]=4)[C:62]([N:64]4[CH2:65][CH2:66][CH:67]([CH:70]5[CH2:75][CH2:74][N:73]([CH2:76][C:77]([O:38][CH2:37][CH2:36][N:30]6[CH2:35][CH2:34][O:33][CH2:32][CH2:31]6)=[O:78])[CH2:72][CH2:71]5)[CH2:68][CH2:69]4)=[O:63])=[O:59])[CH2:56][CH2:57]3)[CH2:47][CH2:46][C:45]=2[CH:93]=1. The catalyst class is: 3. (7) Reactant: [NH2:1][C:2]1[N:3]=[CH:4][C:5]([C:8]2[CH2:13][CH2:12][CH2:11][C:10](=[O:14])[CH:9]=2)=[N:6][CH:7]=1.[Ce].[Cl-].[BH4-].[Na+].S([O-])([O-])(=O)=O.[Na+].[Na+]. Product: [NH2:1][C:2]1[N:3]=[CH:4][C:5]([C:8]2[CH2:13][CH2:12][CH2:11][CH:10]([OH:14])[CH:9]=2)=[N:6][CH:7]=1. The catalyst class is: 40. (8) Reactant: Cl.[OH:2][C@H:3]1[CH2:7][NH:6][CH2:5][C@@H:4]1[NH:8][C:9]([C:11]1[S:12][C:13]([Cl:16])=[CH:14][CH:15]=1)=[O:10].BrC([C:22]1[CH:27]=[CH:26][C:25]([N:28]2[CH:33]=[CH:32][CH:31]=[CH:30][C:29]2=[O:34])=[CH:24][C:23]=1[F:35])C(N)=O. Product: [F:35][C:23]1[CH:24]=[C:25]([N:28]2[CH:33]=[CH:32][CH:31]=[CH:30][C:29]2=[O:34])[CH:26]=[CH:27][C:22]=1[NH:8][C:9]([CH2:11][N:6]1[CH2:7][C@H:3]([OH:2])[C@@H:4]([NH:8][C:9]([C:11]2[S:12][C:13]([Cl:16])=[CH:14][CH:15]=2)=[O:10])[CH2:5]1)=[O:10]. The catalyst class is: 3.